This data is from Full USPTO retrosynthesis dataset with 1.9M reactions from patents (1976-2016). The task is: Predict the reactants needed to synthesize the given product. Given the product [Cl:1][C:2]1[C:11]2[C:6](=[CH:7][CH:8]=[CH:9][CH:10]=2)[C:5]([CH2:12][C:13]2[CH:14]=[N:15][C:16]([OH:19])=[CH:17][CH:18]=2)=[CH:4][N:3]=1, predict the reactants needed to synthesize it. The reactants are: [Cl:1][C:2]1[C:11]2[C:6](=[CH:7][CH:8]=[CH:9][CH:10]=2)[C:5]([CH2:12][C:13]2[CH:14]=[N:15][C:16]([O:19]C)=[CH:17][CH:18]=2)=[CH:4][N:3]=1.CCOC(C)=O.C([O-])(O)=O.[Na+].